From a dataset of NCI-60 drug combinations with 297,098 pairs across 59 cell lines. Regression. Given two drug SMILES strings and cell line genomic features, predict the synergy score measuring deviation from expected non-interaction effect. (1) Drug 1: CC=C1C(=O)NC(C(=O)OC2CC(=O)NC(C(=O)NC(CSSCCC=C2)C(=O)N1)C(C)C)C(C)C. Drug 2: CNC(=O)C1=NC=CC(=C1)OC2=CC=C(C=C2)NC(=O)NC3=CC(=C(C=C3)Cl)C(F)(F)F. Cell line: U251. Synergy scores: CSS=66.3, Synergy_ZIP=1.20, Synergy_Bliss=0.275, Synergy_Loewe=-65.3, Synergy_HSA=-1.38. (2) Drug 1: C1=CN(C=N1)CC(O)(P(=O)(O)O)P(=O)(O)O. Drug 2: C1=NNC2=C1C(=O)NC=N2. Cell line: COLO 205. Synergy scores: CSS=-1.46, Synergy_ZIP=-2.75, Synergy_Bliss=-9.53, Synergy_Loewe=-6.31, Synergy_HSA=-10.6. (3) Drug 2: C1CC(CCC1OC2=C(C(=CC=C2)Cl)F)(CC3=NC(=CC=C3)NC4=NC=CS4)C(=O)O. Drug 1: C1CC2CC3=C(CC1C24CN(S(=O)(=O)N4)CC(F)(F)F)C=CC(=C3)C=CCN5CCC(CC5)C(F)(F)F. Synergy scores: CSS=16.5, Synergy_ZIP=-3.79, Synergy_Bliss=-1.20, Synergy_Loewe=-3.61, Synergy_HSA=-0.0978. Cell line: SW-620. (4) Drug 1: C1=CC(=C2C(=C1NCCNCCO)C(=O)C3=C(C=CC(=C3C2=O)O)O)NCCNCCO. Drug 2: C1CCC(C(C1)N)N.C(=O)(C(=O)[O-])[O-].[Pt+4]. Cell line: SF-268. Synergy scores: CSS=48.7, Synergy_ZIP=9.25, Synergy_Bliss=4.92, Synergy_Loewe=6.07, Synergy_HSA=7.62. (5) Drug 1: C1=C(C(=O)NC(=O)N1)F. Drug 2: CC=C1C(=O)NC(C(=O)OC2CC(=O)NC(C(=O)NC(CSSCCC=C2)C(=O)N1)C(C)C)C(C)C. Cell line: RXF 393. Synergy scores: CSS=69.6, Synergy_ZIP=0.754, Synergy_Bliss=0.542, Synergy_Loewe=-12.0, Synergy_HSA=3.47. (6) Drug 1: C1=NC(=NC(=O)N1C2C(C(C(O2)CO)O)O)N. Drug 2: C1=CC=C(C=C1)NC(=O)CCCCCCC(=O)NO. Cell line: M14. Synergy scores: CSS=-14.3, Synergy_ZIP=-0.971, Synergy_Bliss=-6.14, Synergy_Loewe=-21.6, Synergy_HSA=-15.1.